Predict the product of the given reaction. From a dataset of Forward reaction prediction with 1.9M reactions from USPTO patents (1976-2016). (1) Given the reactants [NH2:1][C:2]1[CH:3]=[N:4][C:5]2[C:10]([C:11]=1[NH:12][NH:13][C:14]([O:16][C:17]([CH3:20])([CH3:19])[CH3:18])=[O:15])=[CH:9][CH:8]=[CH:7][CH:6]=2.[C:21](OC)(OC)(OC)[CH3:22].CO.CCOC(C)=O, predict the reaction product. The product is: [CH3:21][C:22]1[N:12]([NH:13][C:14](=[O:15])[O:16][C:17]([CH3:20])([CH3:19])[CH3:18])[C:11]2[C:10]3[CH:9]=[CH:8][CH:7]=[CH:6][C:5]=3[N:4]=[CH:3][C:2]=2[N:1]=1. (2) Given the reactants [Br:1][C:2]1[CH:3]=[C:4]([CH:29]=[CH:30][CH:31]=1)[CH2:5][NH:6][C:7]1[CH:8]=[C:9]([N:16]2[CH2:21][CH2:20][N:19](C(OC(C)(C)C)=O)[CH2:18][CH2:17]2)[CH:10]=[CH:11][C:12]=1[N+:13]([O-:15])=[O:14].[ClH:32], predict the reaction product. The product is: [ClH:32].[Br:1][C:2]1[CH:3]=[C:4]([CH:29]=[CH:30][CH:31]=1)[CH2:5][NH:6][C:7]1[CH:8]=[C:9]([N:16]2[CH2:21][CH2:20][NH:19][CH2:18][CH2:17]2)[CH:10]=[CH:11][C:12]=1[N+:13]([O-:15])=[O:14]. (3) Given the reactants [CH3:1][S:2]([C:5]1[CH:10]=[CH:9][C:8]([C:11]2[N:12]=[CH:13][C:14]([OH:17])=[N:15][CH:16]=2)=[CH:7][CH:6]=1)(=[O:4])=[O:3].[CH3:18][CH:19]([N:21]1[N:25]=[N:24][C:23]([N:26]2[CH2:31][CH2:30][CH:29]([C@H:32](O)[CH3:33])[CH2:28][CH2:27]2)=[N:22]1)[CH3:20], predict the reaction product. The product is: [CH3:20][CH:19]([N:21]1[N:25]=[N:24][C:23]([N:26]2[CH2:31][CH2:30][CH:29]([C@@H:32]([O:17][C:14]3[CH:13]=[N:12][C:11]([C:8]4[CH:7]=[CH:6][C:5]([S:2]([CH3:1])(=[O:3])=[O:4])=[CH:10][CH:9]=4)=[CH:16][N:15]=3)[CH3:33])[CH2:28][CH2:27]2)=[N:22]1)[CH3:18]. (4) Given the reactants [OH:1][C:2]1[C:7]([CH3:8])=[C:6]([OH:9])[CH:5]=[CH:4][C:3]=1[C:10](=[O:15])[CH2:11][CH:12]([CH3:14])[CH3:13].Br[CH2:17][CH2:18][CH2:19][CH2:20][N:21]1[C:25]2[CH:26]=[CH:27][CH:28]=[CH:29][C:24]=2[N:23]=[C:22]1[C:30]1[CH:35]=[CH:34][CH:33]=[CH:32][CH:31]=1, predict the reaction product. The product is: [OH:1][C:2]1[C:7]([CH3:8])=[C:6]([O:9][CH2:17][CH2:18][CH2:19][CH2:20][N:21]2[C:25]3[CH:26]=[CH:27][CH:28]=[CH:29][C:24]=3[N:23]=[C:22]2[C:30]2[CH:35]=[CH:34][CH:33]=[CH:32][CH:31]=2)[CH:5]=[CH:4][C:3]=1[C:10](=[O:15])[CH2:11][CH:12]([CH3:13])[CH3:14]. (5) Given the reactants F[C:2]1[C:7]([C:8]2[CH:13]=[C:12]([O:14][CH2:15][C:16]3[CH:21]=[CH:20][CH:19]=[CH:18][N:17]=3)[N:11]=[C:10]3[CH2:22][CH2:23][CH2:24][C:9]=23)=[CH:6][CH:5]=[CH:4][N:3]=1.[C-:25]#[N:26].[Na+].O, predict the reaction product. The product is: [N:17]1[CH:18]=[CH:19][CH:20]=[CH:21][C:16]=1[CH2:15][O:14][C:12]1[N:11]=[C:10]2[CH2:22][CH2:23][CH2:24][C:9]2=[C:8]([C:7]2[C:2]([C:25]#[N:26])=[N:3][CH:4]=[CH:5][CH:6]=2)[CH:13]=1. (6) Given the reactants [CH3:1][O:2][C:3]1[CH:13]=[CH:12][CH:11]=[C:10]([CH3:14])[C:4]=1[C:5]([O:7]CC)=O.C([N-]C(C)C)(C)C.[Li+].C1CCCCC1.[C:29](#[N:38])[C:30]1[CH:35]=[CH:34][C:33]([O:36][CH3:37])=[CH:32][CH:31]=1, predict the reaction product. The product is: [CH3:1][O:2][C:3]1[CH:13]=[CH:12][CH:11]=[C:10]2[C:4]=1[C:5](=[O:7])[NH:38][C:29]([C:30]1[CH:35]=[CH:34][C:33]([O:36][CH3:37])=[CH:32][CH:31]=1)=[CH:14]2. (7) Given the reactants Cl[C:2]1[CH:7]=[C:6]([C:8]2[N:13]=[C:12]([C:14]([F:17])([F:16])[F:15])[CH:11]=[C:10]([C:18]3[CH:23]=[CH:22][C:21]([C:24]([F:27])([F:26])[F:25])=[CH:20][CH:19]=3)[N:9]=2)[CH:5]=[CH:4][N:3]=1.[NH2:28][C:29]1[CH:34]=[CH:33][C:32](B2OC(C)(C)C(C)(C)O2)=[CH:31][N:30]=1, predict the reaction product. The product is: [F:15][C:14]([F:17])([F:16])[C:12]1[CH:11]=[C:10]([C:18]2[CH:23]=[CH:22][C:21]([C:24]([F:27])([F:26])[F:25])=[CH:20][CH:19]=2)[N:9]=[C:8]([C:6]2[CH:5]=[CH:4][N:3]=[C:2]([C:32]3[CH:31]=[N:30][C:29]([NH2:28])=[CH:34][CH:33]=3)[CH:7]=2)[N:13]=1. (8) Given the reactants [N:1]([CH2:4][CH2:5][C:6]1[CH:11]=[CH:10][C:9]([C:12]2[N:16]=[CH:15][N:14]([C:17]3[CH:22]=[CH:21][C:20]([O:23][C:24]([F:27])([F:26])[F:25])=[CH:19][CH:18]=3)[N:13]=2)=[CH:8][CH:7]=1)=[C:2]=[O:3].[CH:28]([C:31]1[CH:36]=[CH:35][C:34]([CH3:37])=[CH:33][C:32]=1[NH:38][C:39]([NH2:41])=[S:40])([CH3:30])[CH3:29].C(=O)([O-])[O-].[Cs+].[Cs+].Br[CH2:49][C:50](OC)=[O:51].C([O-])(=O)C.[Na+], predict the reaction product. The product is: [CH:28]([C:31]1[CH:36]=[CH:35][C:34]([CH3:37])=[CH:33][C:32]=1[N:38]1[C:50](=[O:51])[CH2:49][S:40]/[C:39]/1=[N:41]\[C:2]([NH:1][CH2:4][CH2:5][C:6]1[CH:11]=[CH:10][C:9]([C:12]2[N:16]=[CH:15][N:14]([C:17]3[CH:22]=[CH:21][C:20]([O:23][C:24]([F:26])([F:25])[F:27])=[CH:19][CH:18]=3)[N:13]=2)=[CH:8][CH:7]=1)=[O:3])([CH3:30])[CH3:29]. (9) Given the reactants [OH:1][C@H:2]1[CH2:7][C@@H:6]([NH:8][C:9]2[C:10]3[CH:17]=[CH:16][N:15]([C:18]([C:31]4[CH:36]=[CH:35][CH:34]=[CH:33][CH:32]=4)([C:25]4[CH:30]=[CH:29][CH:28]=[CH:27][CH:26]=4)[C:19]4[CH:24]=[CH:23][CH:22]=[CH:21][CH:20]=4)[C:11]=3[N:12]=[CH:13][N:14]=2)[CH2:5][N:4]([C:37]([O:39][C:40]([CH3:43])([CH3:42])[CH3:41])=[O:38])[CH2:3]1.CC(OI1(OC(C)=O)(OC(C)=O)OC(=O)C2C=CC=CC1=2)=O.C(Cl)Cl.CO, predict the reaction product. The product is: [O:1]=[C:2]1[CH2:7][C@@H:6]([NH:8][C:9]2[C:10]3[CH:17]=[CH:16][N:15]([C:18]([C:19]4[CH:24]=[CH:23][CH:22]=[CH:21][CH:20]=4)([C:31]4[CH:36]=[CH:35][CH:34]=[CH:33][CH:32]=4)[C:25]4[CH:26]=[CH:27][CH:28]=[CH:29][CH:30]=4)[C:11]=3[N:12]=[CH:13][N:14]=2)[CH2:5][N:4]([C:37]([O:39][C:40]([CH3:43])([CH3:42])[CH3:41])=[O:38])[CH2:3]1. (10) Given the reactants [O:1]1[C:5]2[CH:6]=[CH:7][CH:8]=[CH:9][C:4]=2[N:3]=[C:2]1/[CH:10]=C/N(C)C.O.CC[O:18]C(C)=O, predict the reaction product. The product is: [O:1]1[C:5]2[CH:6]=[CH:7][CH:8]=[CH:9][C:4]=2[N:3]=[C:2]1[CH:10]=[O:18].